This data is from Reaction yield outcomes from USPTO patents with 853,638 reactions. The task is: Predict the reaction yield, written as a fraction of the theoretical maximum amount of product (1.0 means a 100% yield; for example, 0.34 means a 34% yield). (1) The reactants are [F:1][C:2]1[CH:7]=[CH:6][CH:5]=[C:4]([N+:8]([O-])=O)[C:3]=1[C:11]1[CH:16]=[CH:15][C:14]([F:17])=[CH:13][CH:12]=1.C1(P(C2C=CC=CC=2)C2C=CC=CC=2)C=CC=CC=1. The catalyst is ClC1C=CC=CC=1Cl. The product is [F:17][C:14]1[CH:15]=[CH:16][C:11]2[C:3]3[C:4](=[CH:5][CH:6]=[CH:7][C:2]=3[F:1])[NH:8][C:12]=2[CH:13]=1. The yield is 0.880. (2) The reactants are [H-].[Na+].[OH:3][CH:4]([CH3:24])[CH:5]([N:7]1[C:11]2=[N:12][CH:13]=[CH:14][CH:15]=[C:10]2[C:9]([C:16]([O:18][C:19]([CH3:22])([CH3:21])[CH3:20])=[O:17])=[C:8]1[CH3:23])[CH3:6].[CH3:25]I.[NH4+].[Cl-]. The catalyst is C1COCC1. The product is [C:19]([O:18][C:16]([C:9]1[C:10]2[C:11](=[N:12][CH:13]=[CH:14][CH:15]=2)[N:7]([CH:5]([CH:4]([O:3][CH3:25])[CH3:24])[CH3:6])[C:8]=1[CH3:23])=[O:17])([CH3:22])([CH3:21])[CH3:20]. The yield is 1.00. (3) The reactants are [Cl:1][C:2]1[CH:10]=[CH:9][C:5]([C:6]([OH:8])=O)=[CH:4][C:3]=1[O:11][CH:12]([CH3:14])[CH3:13].C1N=CN(C(N2C=NC=C2)=O)C=1.[CH2:27]([O:29][C:30](=[O:35])[CH2:31]C(O)=O)[CH3:28].CCN(CC)CC.[Mg+2].[Cl-].[Cl-].[K]. The catalyst is O1CCCC1.C(#N)C. The product is [Cl:1][C:2]1[CH:10]=[CH:9][C:5]([C:6](=[O:8])[CH2:31][C:30]([O:29][CH2:27][CH3:28])=[O:35])=[CH:4][C:3]=1[O:11][CH:12]([CH3:14])[CH3:13]. The yield is 0.830. (4) The reactants are Cl.[CH:2]1([CH2:5][C:6]([F:15])([F:14])[CH2:7][C@H:8]([NH2:13])[C:9]([O:11]C)=[O:10])[CH2:4][CH2:3]1.[F:16][C:17]([F:27])([F:26])[C:18]([C:20]1[CH:25]=[CH:24][CH:23]=[CH:22][CH:21]=1)=O.C(=O)([O-])[O-].[K+].[K+].CO. The catalyst is C(O)(C)C.C(#N)C.[BH4-].[Zn+2].[BH4-]. The product is [CH:2]1([CH2:5][C:6]([F:15])([F:14])[CH2:7][C@H:8]([NH:13][C@@H:18]([C:20]2[CH:25]=[CH:24][CH:23]=[CH:22][CH:21]=2)[C:17]([F:26])([F:16])[F:27])[C:9]([OH:11])=[O:10])[CH2:4][CH2:3]1. The yield is 0.713. (5) The reactants are Cl[C:2]1[N:7]=[C:6]([C:8]2[S:12][C:11]3[CH:13]=[CH:14][CH:15]=[C:16]([C:17]([NH2:19])=[O:18])[C:10]=3[CH:9]=2)[C:5]([Cl:20])=[CH:4][N:3]=1.C(OC([N:28]1[CH2:33][CH2:32][CH:31]([CH2:34][CH2:35][NH2:36])[CH2:30][CH2:29]1)=O)(C)(C)C.C(N(C(C)C)CC)(C)C.C([SiH](CC)CC)C.C(O)(C(F)(F)F)=O.[Li+].[OH-]. The catalyst is O1CCOCC1.ClCCl.CO. The product is [Cl:20][C:5]1[C:6]([C:8]2[S:12][C:11]3[CH:13]=[CH:14][CH:15]=[C:16]([C:17]([NH2:19])=[O:18])[C:10]=3[CH:9]=2)=[N:7][C:2]([NH:36][CH2:35][CH2:34][CH:31]2[CH2:32][CH2:33][NH:28][CH2:29][CH2:30]2)=[N:3][CH:4]=1. The yield is 0.510. (6) The reactants are [Cl:1][C:2]1[CH:3]=[C:4]2[C:8](=[CH:9][CH:10]=1)[N:7]([C:11]1[N:15]([CH3:16])[N:14]=[C:13]([CH3:17])[C:12]=1[CH2:18][CH2:19][CH:20](O)[C:21]([O:23][CH2:24][CH3:25])=[O:22])[CH:6]=[CH:5]2.S(Cl)([Cl:29])=O. The catalyst is O1CCCC1. The product is [Cl:29][CH:20]([CH2:19][CH2:18][C:12]1[C:13]([CH3:17])=[N:14][N:15]([CH3:16])[C:11]=1[N:7]1[C:8]2[C:4](=[CH:3][C:2]([Cl:1])=[CH:10][CH:9]=2)[CH:5]=[CH:6]1)[C:21]([O:23][CH2:24][CH3:25])=[O:22]. The yield is 0.370.